Dataset: Catalyst prediction with 721,799 reactions and 888 catalyst types from USPTO. Task: Predict which catalyst facilitates the given reaction. (1) The catalyst class is: 9. Product: [F:1][C:2]1[CH:20]=[CH:19][C:5]([CH2:6][N:7]2[C:38](=[O:39])[C:37]([C:32]3[NH:31][C:30]4[CH:41]=[CH:42][C:27]([NH:26][S:23]([CH3:22])(=[O:25])=[O:24])=[CH:28][C:29]=4[S:34](=[O:36])(=[O:35])[N:33]=3)=[C:15]([OH:17])[C@H:9]3[C@@H:8]2[C@H:13]2[O:14][C@@H:10]3[CH2:11][CH2:12]2)=[CH:4][C:3]=1[CH3:21]. Reactant: [F:1][C:2]1[CH:20]=[CH:19][C:5]([CH2:6][NH:7][C@H:8]2[C@H:13]3[O:14][C@H:10]([CH2:11][CH2:12]3)[C@H:9]2[C:15]([O:17]C)=O)=[CH:4][C:3]=1[CH3:21].[CH3:22][S:23]([NH:26][C:27]1[CH:42]=[CH:41][C:30]2[NH:31][C:32]([CH2:37][C:38](O)=[O:39])=[N:33][S:34](=[O:36])(=[O:35])[C:29]=2[CH:28]=1)(=[O:25])=[O:24].CN1CCOCC1.Cl.CN(C)CCCN=C=NCC.Cl. (2) Reactant: C1C(=O)N([Cl:8])C(=O)C1.[F:9][C:10]1[CH:11]=[C:12]([N:18]2[CH:22]=[CH:21][CH:20]=[N:19]2)[CH:13]=[CH:14][C:15]=1[O:16][CH3:17]. Product: [Cl:8][C:21]1[CH:20]=[N:19][N:18]([C:12]2[CH:13]=[CH:14][C:15]([O:16][CH3:17])=[C:10]([F:9])[CH:11]=2)[CH:22]=1. The catalyst class is: 1. (3) Reactant: [CH3:1][C:2]([O:5][C:6]([N:8]([CH3:14])[CH2:9][CH2:10][C:11]([OH:13])=O)=[O:7])([CH3:4])[CH3:3].Cl.[CH3:16][NH:17][O:18][CH3:19].C(Cl)CCl.C(N(CC)CC)(C)C. Product: [CH3:4][C:2]([O:5][C:6]([N:8]([CH3:14])[CH2:9][CH2:10][C:11]([N:17]([CH3:16])[O:18][CH3:19])=[O:13])=[O:7])([CH3:1])[CH3:3]. The catalyst class is: 317.